Dataset: Peptide-MHC class II binding affinity with 134,281 pairs from IEDB. Task: Regression. Given a peptide amino acid sequence and an MHC pseudo amino acid sequence, predict their binding affinity value. This is MHC class II binding data. (1) The peptide sequence is AFKVAATAANAAPDN. The MHC is DRB1_0701 with pseudo-sequence DRB1_0701. The binding affinity (normalized) is 0.805. (2) The peptide sequence is MFAAFVISGKSTDMWIER. The MHC is DRB1_0404 with pseudo-sequence DRB1_0404. The binding affinity (normalized) is 0.113. (3) The peptide sequence is KIIGGIGGFIKVRQYDQILI. The MHC is HLA-DQA10401-DQB10402 with pseudo-sequence HLA-DQA10401-DQB10402. The binding affinity (normalized) is 0.352. (4) The peptide sequence is QVAQVQRALRKTKRG. The MHC is DRB1_0101 with pseudo-sequence DRB1_0101. The binding affinity (normalized) is 0.495.